From a dataset of Catalyst prediction with 721,799 reactions and 888 catalyst types from USPTO. Predict which catalyst facilitates the given reaction. Reactant: [CH2:1]([N:8]([CH2:29][C:30]1[CH:35]=[CH:34][CH:33]=[CH:32][CH:31]=1)[CH2:9][C:10]([NH:12][C:13]1[CH:28]=[CH:27][C:16]([CH2:17][CH2:18][NH:19]C(=O)OC(C)(C)C)=[CH:15][CH:14]=1)=[O:11])[C:2]1[CH:7]=[CH:6][CH:5]=[CH:4][CH:3]=1.FC(F)(F)C(O)=O. Product: [NH2:19][CH2:18][CH2:17][C:16]1[CH:27]=[CH:28][C:13]([NH:12][C:10](=[O:11])[CH2:9][N:8]([CH2:29][C:30]2[CH:31]=[CH:32][CH:33]=[CH:34][CH:35]=2)[CH2:1][C:2]2[CH:3]=[CH:4][CH:5]=[CH:6][CH:7]=2)=[CH:14][CH:15]=1. The catalyst class is: 2.